Dataset: Forward reaction prediction with 1.9M reactions from USPTO patents (1976-2016). Task: Predict the product of the given reaction. The product is: [Si:5]([O:6][CH2:7][CH2:8][CH:9]1[C:14]2[S:15][C:16]([C:18]([OH:20])=[O:19])=[C:17]([F:38])[C:13]=2[CH2:12][CH2:11][O:10]1)([C:1]([CH3:2])([CH3:4])[CH3:3])([CH3:22])[CH3:21]. Given the reactants [C:1]([Si:5]([CH3:22])([CH3:21])[O:6][CH2:7][CH2:8][CH:9]1[C:14]2[S:15][C:16]([C:18]([OH:20])=[O:19])=[CH:17][C:13]=2[CH2:12][CH2:11][O:10]1)([CH3:4])([CH3:3])[CH3:2].C([Li])(C)(C)C.C1C=CC(S(N(S(C2C=CC=CC=2)(=O)=O)[F:38])(=O)=O)=CC=1.Cl, predict the reaction product.